From a dataset of Catalyst prediction with 721,799 reactions and 888 catalyst types from USPTO. Predict which catalyst facilitates the given reaction. (1) Reactant: C[O:2][C:3]([C@H:5]1[CH2:9][C@@H:8]([NH:10][C:11](=[O:17])[O:12][C:13]([CH3:16])([CH3:15])[CH3:14])[C@@H:7]([OH:18])[CH2:6]1)=[O:4].[OH-].[Na+]. Product: [C:5]([C@@:5]1([C:3]([OH:2])=[O:4])[CH2:6][C@H:7]([OH:18])[C@H:8]([NH:10][C:11]([O:12][C:13]([CH3:16])([CH3:15])[CH3:14])=[O:17])[CH2:9]1)([CH3:9])([CH3:6])[CH3:3]. The catalyst class is: 219. (2) Reactant: [C:1]([C:4]1[C:14]([OH:15])=[CH:13][C:12]2[CH:11]3[CH2:16][CH:7]([CH2:8][N:9]([C:17](=[O:22])[C:18]([F:21])([F:20])[F:19])[CH2:10]3)[C:6]=2[CH:5]=1)(=O)[CH3:2].Cl.[NH2:24][OH:25].C([O-])(=O)C.[Na+]. Product: [F:20][C:18]([F:21])([F:19])[C:17]([N:9]1[CH2:10][CH:11]2[CH2:16][CH:7]([C:6]3[CH:5]=[C:4]([C:1](=[N:24][OH:25])[CH3:2])[C:14]([OH:15])=[CH:13][C:12]=32)[CH2:8]1)=[O:22]. The catalyst class is: 24. (3) Reactant: [O:1]1[CH2:6][CH2:5][CH:4]([CH:7]=O)[CH2:3][CH2:2]1.[CH2:9]([O:11][C:12]([CH:14]1[CH2:19][CH2:18][NH:17][CH2:16][CH2:15]1)=[O:13])[CH3:10].C(O[BH-](OC(=O)C)OC(=O)C)(=O)C.[Na+]. Product: [CH2:9]([O:11][C:12]([CH:14]1[CH2:19][CH2:18][N:17]([CH2:7][CH:4]2[CH2:3][CH2:2][O:1][CH2:6][CH2:5]2)[CH2:16][CH2:15]1)=[O:13])[CH3:10]. The catalyst class is: 4. (4) Reactant: Br[CH2:2][C:3]([C:5]1[CH:6]=[CH:7][C:8]([NH:11]S(C2C=CC3OCCOC=3C=2)(=O)=O)=[N:9][CH:10]=1)=[O:4].C([O-])(=S)C.[K+].CS(C)=O. Product: [NH2:11][C:8]1[N:9]=[CH:10][C:5]([C:3](=[O:4])[CH3:2])=[CH:6][CH:7]=1. The catalyst class is: 5.